This data is from Catalyst prediction with 721,799 reactions and 888 catalyst types from USPTO. The task is: Predict which catalyst facilitates the given reaction. Reactant: [C:1]([O:5][C:6]([N:8]1[CH2:13][CH2:12][CH:11]([O:14][C:15]2[CH:16]=[C:17]3[C:22](=[CH:23][C:24]=2Br)[CH:21]=[N:20][CH:19]=[CH:18]3)[CH2:10][CH2:9]1)=[O:7])([CH3:4])([CH3:3])[CH3:2].O.C(OCC)(=O)C.[CH3:33][N:34](C=O)C. Product: [C:1]([O:5][C:6]([N:8]1[CH2:13][CH2:12][CH:11]([O:14][C:15]2[CH:16]=[C:17]3[C:22](=[CH:23][C:24]=2[C:33]#[N:34])[CH:21]=[N:20][CH:19]=[CH:18]3)[CH2:10][CH2:9]1)=[O:7])([CH3:4])([CH3:3])[CH3:2]. The catalyst class is: 380.